Task: Predict the product of the given reaction.. Dataset: Forward reaction prediction with 1.9M reactions from USPTO patents (1976-2016) (1) The product is: [CH3:1][C:2]1[N:3]=[C:4]([N:7]2[CH2:12][CH2:11][N:10]([C:23]([C:22]3[CH:26]=[CH:27][CH:28]=[C:20]([C:17]4[N:16]=[C:15]([C:14]([F:29])([F:13])[F:30])[O:19][N:18]=4)[CH:21]=3)=[O:24])[CH2:9][CH2:8]2)[S:5][CH:6]=1. Given the reactants [CH3:1][C:2]1[N:3]=[C:4]([N:7]2[CH2:12][CH2:11][NH:10][CH2:9][CH2:8]2)[S:5][CH:6]=1.[F:13][C:14]([F:30])([F:29])[C:15]1[O:19][N:18]=[C:17]([C:20]2[CH:21]=[C:22]([CH:26]=[CH:27][CH:28]=2)[C:23](O)=[O:24])[N:16]=1, predict the reaction product. (2) Given the reactants [C@H:1]12[CH2:7][C@H:4]([CH:5]=[CH:6]1)[CH2:3][C@@H:2]2[C:8]([O:10][C@@H]1CC(=O)N(C)C1=O)=[O:9].[Li+].[OH-], predict the reaction product. The product is: [C@H:1]12[CH2:7][C@H:4]([CH:5]=[CH:6]1)[CH2:3][C@@H:2]2[C:8]([OH:10])=[O:9]. (3) Given the reactants C([O:3][C:4](=[O:27])[C:5]([CH3:26])([O:14][C:15]1[CH:20]=[CH:19][C:18]([O:21][C:22]([F:25])([F:24])[F:23])=[CH:17][CH:16]=1)[CH2:6][C:7]1[CH:12]=[CH:11][C:10]([OH:13])=[CH:9][CH:8]=1)C.[CH3:28][C:29]1[O:33][C:32]([C:34]2([CH3:40])[CH2:39][CH2:38][CH2:37][CH2:36][CH2:35]2)=[N:31][C:30]=1[CH2:41][CH2:42]OS(C1C=CC(C)=CC=1)(=O)=O, predict the reaction product. The product is: [CH3:26][C:5]([O:14][C:15]1[CH:20]=[CH:19][C:18]([O:21][C:22]([F:23])([F:24])[F:25])=[CH:17][CH:16]=1)([CH2:6][C:7]1[CH:8]=[CH:9][C:10]([O:13][CH2:42][CH2:41][C:30]2[N:31]=[C:32]([C:34]3([CH3:40])[CH2:39][CH2:38][CH2:37][CH2:36][CH2:35]3)[O:33][C:29]=2[CH3:28])=[CH:11][CH:12]=1)[C:4]([OH:3])=[O:27]. (4) Given the reactants [C:1]([C:5]1[CH:9]=[C:8]([NH:10][C:11]([NH:13][C:14]2[C:23]3[C:18](=[CH:19][CH:20]=[CH:21][CH:22]=3)[CH:17]=[CH:16][CH:15]=2)=[O:12])[N:7]([C:24]2[CH:29]=[CH:28][C:27]([CH2:30][OH:31])=[CH:26][CH:25]=2)[N:6]=1)([CH3:4])([CH3:3])[CH3:2], predict the reaction product. The product is: [C:1]([C:5]1[CH:9]=[C:8]([NH:10][C:11]([NH:13][C:14]2[C:23]3[C:18](=[CH:19][CH:20]=[CH:21][CH:22]=3)[CH:17]=[CH:16][CH:15]=2)=[O:12])[N:7]([C:24]2[CH:29]=[CH:28][C:27]([CH:30]=[O:31])=[CH:26][CH:25]=2)[N:6]=1)([CH3:4])([CH3:2])[CH3:3].